From a dataset of Cav3 T-type calcium channel HTS with 100,875 compounds. Binary Classification. Given a drug SMILES string, predict its activity (active/inactive) in a high-throughput screening assay against a specified biological target. (1) The compound is O=C(CCN1CCc2c(CC1)cccc2)c1cc2OCCOc2cc1. The result is 0 (inactive). (2) The molecule is Fc1ccc(C(=O)c2ccc(N3CCCC3)cc2)cc1. The result is 0 (inactive). (3) The compound is O=C1N(C(=O)CC1N(O)c1ccccc1)c1c(cccc1C)C. The result is 0 (inactive). (4) The drug is S(=O)(=O)(N(c1ccc(OC)cc1)C)c1cc2CCC(=O)Nc2cc1. The result is 0 (inactive). (5) The drug is S(CCCC)c1nc(c(cc1C#N)C(=O)C)C. The result is 0 (inactive).